From a dataset of Merck oncology drug combination screen with 23,052 pairs across 39 cell lines. Regression. Given two drug SMILES strings and cell line genomic features, predict the synergy score measuring deviation from expected non-interaction effect. (1) Drug 1: COc1cc(C2c3cc4c(cc3C(OC3OC5COC(C)OC5C(O)C3O)C3COC(=O)C23)OCO4)cc(OC)c1O. Drug 2: CC(C)CC(NC(=O)C(Cc1ccccc1)NC(=O)c1cnccn1)B(O)O. Cell line: UACC62. Synergy scores: synergy=-17.8. (2) Drug 1: CN1C(=O)C=CC2(C)C3CCC4(C)C(NC(=O)OCC(F)(F)F)CCC4C3CCC12. Drug 2: O=C(CCCCCCC(=O)Nc1ccccc1)NO. Cell line: RKO. Synergy scores: synergy=21.9. (3) Drug 1: CN(Cc1cnc2nc(N)nc(N)c2n1)c1ccc(C(=O)NC(CCC(=O)O)C(=O)O)cc1. Drug 2: C=CCn1c(=O)c2cnc(Nc3ccc(N4CCN(C)CC4)cc3)nc2n1-c1cccc(C(C)(C)O)n1. Cell line: LNCAP. Synergy scores: synergy=-25.2. (4) Drug 1: Cn1nnc2c(C(N)=O)ncn2c1=O. Drug 2: COC1=C2CC(C)CC(OC)C(O)C(C)C=C(C)C(OC(N)=O)C(OC)C=CC=C(C)C(=O)NC(=CC1=O)C2=O. Cell line: HT144. Synergy scores: synergy=-16.8. (5) Drug 1: O=S1(=O)NC2(CN1CC(F)(F)F)C1CCC2Cc2cc(C=CCN3CCC(C(F)(F)F)CC3)ccc2C1. Drug 2: N#Cc1ccc(Cn2cncc2CN2CCN(c3cccc(Cl)c3)C(=O)C2)cc1. Cell line: CAOV3. Synergy scores: synergy=22.4.